This data is from Full USPTO retrosynthesis dataset with 1.9M reactions from patents (1976-2016). The task is: Predict the reactants needed to synthesize the given product. (1) Given the product [C:22]([O:26][C:27]([N:29]1[CH2:34][CH2:33][N:32]([C:2]2[N:7]=[C:6]([O:8][CH3:9])[C:5]([N+:10]([O-:12])=[O:11])=[C:4]([O:13][CH3:14])[N:3]=2)[CH2:31][CH2:30]1)=[O:28])([CH3:25])([CH3:23])[CH3:24], predict the reactants needed to synthesize it. The reactants are: Cl[C:2]1[N:7]=[C:6]([O:8][CH3:9])[C:5]([N+:10]([O-:12])=[O:11])=[C:4]([O:13][CH3:14])[N:3]=1.C(N(CC)CC)C.[C:22]([O:26][C:27]([N:29]1[CH2:34][CH2:33][NH:32][CH2:31][CH2:30]1)=[O:28])([CH3:25])([CH3:24])[CH3:23]. (2) Given the product [Cl:21][C:12]1[CH:11]=[C:10]([C:15]([F:18])([F:17])[F:16])[N:9]=[C:8]([C:4]2[CH:5]=[CH:6][CH:7]=[C:2]([Cl:1])[CH:3]=2)[N:13]=1, predict the reactants needed to synthesize it. The reactants are: [Cl:1][C:2]1[CH:3]=[C:4]([C:8]2[NH:13][C:12](=O)[CH:11]=[C:10]([C:15]([F:18])([F:17])[F:16])[N:9]=2)[CH:5]=[CH:6][CH:7]=1.O=P(Cl)(Cl)[Cl:21]. (3) Given the product [NH2:1][C:2]1[CH:10]=[C:9]([F:11])[C:8]([Cl:17])=[CH:7][C:3]=1[C:4]([OH:6])=[O:5], predict the reactants needed to synthesize it. The reactants are: [NH2:1][C:2]1[CH:10]=[C:9]([F:11])[CH:8]=[CH:7][C:3]=1[C:4]([OH:6])=[O:5].CN(C=O)C.[Cl:17]N1C(=O)CCC1=O. (4) Given the product [CH3:1][C:2]1[S:6][C:5]2=[N:7][C:8]([CH3:14])=[C:9]([C:10]([OH:12])=[O:11])[N:4]2[CH:3]=1, predict the reactants needed to synthesize it. The reactants are: [CH3:1][C:2]1[S:6][C:5]2=[N:7][C:8]([CH3:14])=[C:9]([C:10]([O:12]C)=[O:11])[N:4]2[CH:3]=1.[Li+].[OH-]. (5) Given the product [C:1]([O:5][C:6](=[O:7])[NH:8][CH:9]([C:10]([N:40]1[CH2:41][CH2:42][CH:37]([CH3:36])[CH2:38][CH2:39]1)=[O:12])[CH2:13][CH2:14][C:15]1[CH:20]=[CH:19][CH:18]=[CH:17][C:16]=1[Cl:21])([CH3:2])([CH3:3])[CH3:4], predict the reactants needed to synthesize it. The reactants are: [C:1]([O:5][C:6]([NH:8][CH:9]([CH2:13][CH2:14][C:15]1[CH:20]=[CH:19][CH:18]=[CH:17][C:16]=1[Cl:21])[C:10]([OH:12])=O)=[O:7])([CH3:4])([CH3:3])[CH3:2].C(Cl)CCl.C1C=CC2N(O)N=NC=2C=1.[CH3:36][CH:37]1[CH2:42][CH2:41][NH:40][CH2:39][CH2:38]1. (6) Given the product [Cl:1][C:2]1[CH:7]=[CH:6][C:5]2[N:8]([CH2:9][CH:10]3[CH2:11][O:12][CH2:13]3)[C:17]([CH2:16][Cl:15])=[N:14][C:4]=2[CH:3]=1, predict the reactants needed to synthesize it. The reactants are: [Cl:1][C:2]1[CH:3]=[C:4]([NH2:14])[C:5]([NH:8][CH2:9][CH:10]2[CH2:13][O:12][CH2:11]2)=[CH:6][CH:7]=1.[Cl:15][CH2:16][C:17](OC)(OC)OC.